Predict which catalyst facilitates the given reaction. From a dataset of Catalyst prediction with 721,799 reactions and 888 catalyst types from USPTO. Reactant: C([Li])CCC.Br[C:7]1[CH:8]=[N:9][CH:10]=[CH:11][CH:12]=1.[CH3:13][N:14]([CH2:16][CH:17]1[CH2:25][C:24]2[C:19](=[CH:20][CH:21]=[C:22]([O:26][CH3:27])[CH:23]=2)[C:18]1=[O:28])[CH3:15].O. Product: [CH3:15][N:14]([CH2:16][CH:17]1[CH2:25][C:24]2[C:19](=[CH:20][CH:21]=[C:22]([O:26][CH3:27])[CH:23]=2)[C:18]1([C:7]1[CH:8]=[N:9][CH:10]=[CH:11][CH:12]=1)[OH:28])[CH3:13]. The catalyst class is: 27.